Dataset: Reaction yield outcomes from USPTO patents with 853,638 reactions. Task: Predict the reaction yield, written as a fraction of the theoretical maximum amount of product (1.0 means a 100% yield; for example, 0.34 means a 34% yield). The yield is 0.890. The reactants are [Cl:1][C:2]1[CH:3]=[C:4]([CH:12]=[CH:13][C:14]=1[Cl:15])[C:5]([NH:7][NH:8][C:9](=[NH:11])[NH2:10])=O. The product is [Cl:1][C:2]1[CH:3]=[C:4]([C:5]2[N:10]=[C:9]([NH2:11])[NH:8][N:7]=2)[CH:12]=[CH:13][C:14]=1[Cl:15]. The catalyst is O.